From a dataset of Peptide-MHC class I binding affinity with 185,985 pairs from IEDB/IMGT. Regression. Given a peptide amino acid sequence and an MHC pseudo amino acid sequence, predict their binding affinity value. This is MHC class I binding data. (1) The peptide sequence is ITFHNQRDF. The MHC is HLA-A31:01 with pseudo-sequence HLA-A31:01. The binding affinity (normalized) is 0.0847. (2) The peptide sequence is SANMDWRSL. The MHC is HLA-A02:03 with pseudo-sequence HLA-A02:03. The binding affinity (normalized) is 0.176. (3) The peptide sequence is GLAEKPNDY. The MHC is HLA-A69:01 with pseudo-sequence HLA-A69:01. The binding affinity (normalized) is 0.0847.